Dataset: Catalyst prediction with 721,799 reactions and 888 catalyst types from USPTO. Task: Predict which catalyst facilitates the given reaction. (1) Reactant: [N+:1]([CH:3](S(C1C=CC(C)=CC=1)(=O)=O)[CH2:4][CH3:5])#[C-:2].[Br:16][C:17]1[CH:18]=[CH:19][C:20]([CH:23]=[O:24])=[N:21][CH:22]=1.C([O-])([O-])=O.[K+].[K+]. Product: [Br:16][C:17]1[CH:18]=[CH:19][C:20]([C:23]2[O:24][CH:2]=[N:1][C:3]=2[CH2:4][CH3:5])=[N:21][CH:22]=1. The catalyst class is: 5. (2) Reactant: [OH:1][C:2]1[CH:9]=[CH:8][C:5]([CH:6]=[O:7])=[CH:4][CH:3]=1.C(=O)([O-])[O-].[K+].[K+].[Cl:16][C:17]1[CH:18]=[C:19]([CH:22]=[CH:23][C:24]=1[Cl:25])[CH2:20]Cl.O. Product: [Cl:16][C:17]1[CH:18]=[C:19]([CH:22]=[CH:23][C:24]=1[Cl:25])[CH2:20][O:1][C:2]1[CH:9]=[CH:8][C:5]([CH:6]=[O:7])=[CH:4][CH:3]=1. The catalyst class is: 21. (3) The catalyst class is: 1. Product: [Br:13][CH2:14][CH2:15][CH2:16][N:6]1[C:5]2[CH:7]=[CH:8][C:9]([CH:11]=[O:12])=[CH:10][C:4]=2[O:3][C:2]1=[O:1]. Reactant: [O:1]=[C:2]1[NH:6][C:5]2[CH:7]=[CH:8][C:9]([CH:11]=[O:12])=[CH:10][C:4]=2[O:3]1.[Br:13][CH2:14][CH2:15][CH2:16]O.C1(P(C2C=CC=CC=2)C2C=CC=CC=2)C=CC=CC=1.C1(C)C=CC=CC=1.CCOC(/N=N/C(OCC)=O)=O. (4) Reactant: CCCC[N+](CCCC)(CCCC)CCCC.[OH-].CC(O)C.[NH:23]1[CH:30]=[CH:29][C:27]([NH2:28])=[N:26][C:24]1=[O:25].[CH2:31](Br)[C:32]1[CH:37]=[CH:36][CH:35]=[CH:34][CH:33]=1. Product: [NH2:28][C:27]1[CH:29]=[CH:30][N:23]([CH2:31][C:32]2[CH:37]=[CH:36][CH:35]=[CH:34][CH:33]=2)[C:24](=[O:25])[N:26]=1. The catalyst class is: 475. (5) Reactant: [H-].[Na+].[CH2:3]([O:5][C:6](=[O:11])[CH2:7][C:8](=[O:10])[CH3:9])[CH3:4].[CH3:12][O:13][C:14]1[CH:19]=[CH:18][C:17]([CH2:20]Br)=[C:16]([F:22])[C:15]=1[F:23]. Product: [CH2:3]([O:5][C:6](=[O:11])[CH:7]([CH2:20][C:17]1[CH:18]=[CH:19][C:14]([O:13][CH3:12])=[C:15]([F:23])[C:16]=1[F:22])[C:8](=[O:10])[CH3:9])[CH3:4]. The catalyst class is: 1. (6) Reactant: [CH2:1]([NH:8][C:9]1[CH:10]=[CH:11][C:12]([F:21])=[C:13]([CH:20]=1)[C:14]([NH:16][CH:17]([CH3:19])[CH3:18])=[O:15])[C:2]1[CH:7]=[CH:6][CH:5]=[CH:4][CH:3]=1.C(N(C(C)C)CC)(C)C.[O:31]=[C:32]1[NH:37][C:36]2[CH:38]=[C:39]([S:42](Cl)(=[O:44])=[O:43])[CH:40]=[CH:41][C:35]=2[O:34][CH2:33]1.O. Product: [CH2:1]([N:8]([S:42]([C:39]1[CH:40]=[CH:41][C:35]2[O:34][CH2:33][C:32](=[O:31])[NH:37][C:36]=2[CH:38]=1)(=[O:44])=[O:43])[C:9]1[CH:10]=[CH:11][C:12]([F:21])=[C:13]([CH:20]=1)[C:14]([NH:16][CH:17]([CH3:18])[CH3:19])=[O:15])[C:2]1[CH:3]=[CH:4][CH:5]=[CH:6][CH:7]=1. The catalyst class is: 4. (7) Reactant: [C:1]1([CH3:16])[CH:6]=[CH:5][C:4]([CH:7]=[CH:8][C:9]2[CH:14]=[CH:13][CH:12]=[CH:11][N+:10]=2[O-])=[CH:3][CH:2]=1.COS(OC)(=O)=O.[C-:24]#[N:25].[Na+]. Product: [C:1]1([CH3:16])[CH:6]=[CH:5][C:4]([CH:7]=[CH:8][C:9]2[N:10]=[C:11]([C:24]#[N:25])[CH:12]=[CH:13][CH:14]=2)=[CH:3][CH:2]=1. The catalyst class is: 32. (8) Reactant: [O:1]=[C:2]([CH2:13][CH2:14][CH2:15][CH2:16][CH2:17][CH2:18][C:19]([O:21][CH3:22])=[O:20])[CH2:3][C:4]([O:6][C@@H:7]([CH3:12])[CH2:8][C@@H:9]([OH:11])[CH3:10])=[O:5].C[N+]1([O-])CCOCC1. Product: [O:1]=[C:2]([CH2:13][CH2:14][CH2:15][CH2:16][CH2:17][CH2:18][C:19]([O:21][CH3:22])=[O:20])[CH2:3][C:4]([O:6][C@@H:7]([CH3:12])[CH2:8][C:9](=[O:11])[CH3:10])=[O:5]. The catalyst class is: 678. (9) Reactant: C(OC(=O)[NH:7][C@H:8]1[C:14](=[O:15])[NH:13][C:12]2[CH:16]=[CH:17][CH:18]=[CH:19][C:11]=2[O:10][C@H:9]1[CH2:20][CH3:21])(C)(C)C.P(=O)(O)(O)O. Product: [NH2:7][C@H:8]1[C:14](=[O:15])[NH:13][C:12]2[CH:16]=[CH:17][CH:18]=[CH:19][C:11]=2[O:10][C@H:9]1[CH2:20][CH3:21]. The catalyst class is: 7.